This data is from Full USPTO retrosynthesis dataset with 1.9M reactions from patents (1976-2016). The task is: Predict the reactants needed to synthesize the given product. (1) Given the product [CH2:1]([O:3][C:4]([N:6]1[C:15]2[C:10](=[N:11][C:12]([O:16][CH3:17])=[CH:13][CH:14]=2)[C@@H:9]([NH:18][C:19]2[O:20][C:21]([CH2:38][C:37]3[CH:40]=[C:41]([C:43]([F:45])([F:46])[F:44])[CH:42]=[C:35]([C:34]([F:33])([F:47])[F:48])[CH:36]=3)=[C:22]([C:24]([O:26][CH2:27][CH3:28])=[O:25])[N:23]=2)[CH2:8][C@H:7]1[CH2:29][CH3:30])=[O:5])[CH3:2], predict the reactants needed to synthesize it. The reactants are: [CH2:1]([O:3][C:4]([N:6]1[C:15]2[C:10](=[N:11][C:12]([O:16][CH3:17])=[CH:13][CH:14]=2)[C@@H:9]([NH:18][C:19]2[O:20][CH:21]=[C:22]([C:24]([O:26][CH2:27][CH3:28])=[O:25])[N:23]=2)[CH2:8][C@H:7]1[CH2:29][CH3:30])=[O:5])[CH3:2].[H-].[Na+].[F:33][C:34]([F:48])([F:47])[C:35]1[CH:36]=[C:37]([CH:40]=[C:41]([C:43]([F:46])([F:45])[F:44])[CH:42]=1)[CH2:38]Br.O. (2) Given the product [CH2:27]([O:13][C:5]1[C:4]2[C:9](=[CH:10][CH:11]=[C:2]([Cl:1])[CH:3]=2)[NH:8][C:7](=[O:12])[CH:6]=1)[CH2:26][CH:25]=[CH2:24], predict the reactants needed to synthesize it. The reactants are: [Cl:1][C:2]1[CH:3]=[C:4]2[C:9](=[CH:10][CH:11]=1)[NH:8][C:7](=[O:12])[CH:6]=[C:5]2[OH:13].C(N(CC)C(C)C)(C)C.Br[CH2:24][CH2:25][CH:26]=[CH2:27]. (3) The reactants are: C[O:2][C:3](=[O:31])[CH:4]([O:6][C:7]1[CH:16]=[CH:15][C:14]([Cl:17])=[C:13]2[C:8]=1[C:9]([CH3:30])=[C:10]([CH2:22][C:23]1[CH:28]=[CH:27][C:26]([Cl:29])=[CH:25][CH:24]=1)[C:11]([O:18][CH:19]([F:21])[F:20])=[N:12]2)[CH3:5].[OH-].[Li+].P([O-])(O)(O)=O.[Na+]. Given the product [Cl:17][C:14]1[CH:15]=[CH:16][C:7]([O:6][CH:4]([CH3:5])[C:3]([OH:31])=[O:2])=[C:8]2[C:13]=1[N:12]=[C:11]([O:18][CH:19]([F:20])[F:21])[C:10]([CH2:22][C:23]1[CH:24]=[CH:25][C:26]([Cl:29])=[CH:27][CH:28]=1)=[C:9]2[CH3:30], predict the reactants needed to synthesize it. (4) The reactants are: O([C@@H]1[C@@H](CO)OC(O)[C@H](NC(C)=O)[C@H]1O)[C@@H]1O[C@H](CO)[C@H](O)[C@H](O)[C@H]1O.[O:27]([C@H:42]1[C@@H:76]([OH:77])[C@@H:75]([CH2:78][OH:79])[O:74][C@@H:44]([O:45][C@@H:46]2[C@@H:66]([CH2:67][OH:68])[O:65][C@@H:49]([O:50][CH2:51][C@H:52]3[O:58][CH:56]([OH:57])[C@H:55]([NH:59][C:60]([CH3:62])=[O:61])[C@@H:54]([OH:63])[C@@H:53]3[OH:64])[C@H:48]([NH:69][C:70]([CH3:72])=[O:71])[C@H:47]2[OH:73])[C@@H:43]1[OH:80])[C@@H]1O[C@H](CO)[C@@H](O)[C@H](O)[C@H]1NC(C)=O.[O:81]([C@@H:93]1[C@@H:113]([CH2:114][OH:115])[O:112][C@@H:96]([O:97][CH2:98][C@H:99]2[O:105][CH:103]([OH:104])[C@H:102]([NH:106][C:107]([CH3:109])=[O:108])[C@@H:101]([OH:110])[C@@H:100]2[OH:111])[C@H:95]([NH:116][C:117]([CH3:119])=[O:118])[C@H:94]1[OH:120])[C@@H]1O[C@H](CO)[C@H](O)[C@H](O)[C@H]1O.CC(N[C@H]1[C@@H](OP(OP(OC[C@H]2O[C@@H](N3C(=O)NC(=O)C=C3)[C@H](O)[C@@H]2O)(O)=O)(O)=O)O[C@H](CO)[C@@H](O)[C@@H]1O)=O.P(OC[C@H]1O[C@@H](N2C3N=CN=C(N)C=3N=C2)[C@H](O)[C@@H]1O)(OP(OP(O)(O)=O)(O)=O)(=O)O. Given the product [O:45]([C@@H:46]1[C@@H:66]([CH2:67][OH:68])[O:65][C@@H:49]([O:50][CH2:51][C@H:52]2[O:58][CH:56]([OH:57])[C@H:55]([NH:59][C:60]([CH3:62])=[O:61])[C@@H:54]([OH:63])[C@@H:53]2[OH:64])[C@H:48]([NH:69][C:70]([CH3:72])=[O:71])[C@H:47]1[OH:73])[C@@H:44]1[O:74][C@H:75]([CH2:78][OH:79])[C@H:76]([OH:77])[C@H:42]([OH:27])[C@H:43]1[OH:80].[O:97]([CH2:98][C@H:99]1[O:105][CH:103]([OH:104])[C@H:102]([NH:106][C:107]([CH3:109])=[O:108])[C@@H:101]([OH:110])[C@@H:100]1[OH:111])[C@@H:96]1[O:112][C@H:113]([CH2:114][OH:115])[C@@H:93]([OH:81])[C@H:94]([OH:120])[C@H:95]1[NH:116][C:117]([CH3:119])=[O:118], predict the reactants needed to synthesize it. (5) The reactants are: [CH2:1]([O:8][C@H:9]1[C@@H:16]2[C@@H:12]([O:13][C:14](C)([CH3:17])[O:15]2)[O:11][C@@:10]1([CH2:22][O:23][CH2:24][C:25]1[CH:30]=[CH:29][CH:28]=[CH:27][CH:26]=1)[CH:19]([F:21])[F:20])[C:2]1[CH:7]=[CH:6][CH:5]=[CH:4][CH:3]=1.O.[CH3:32][C:33]([O:35]C(C)=O)=[O:34]. Given the product [C:14]([O:13][CH:12]1[C@H:16]([O:35][C:33](=[O:34])[CH3:32])[C@H:9]([O:8][CH2:1][C:2]2[CH:7]=[CH:6][CH:5]=[CH:4][CH:3]=2)[C@:10]([CH2:22][O:23][CH2:24][C:25]2[CH:30]=[CH:29][CH:28]=[CH:27][CH:26]=2)([CH:19]([F:20])[F:21])[O:11]1)(=[O:15])[CH3:17], predict the reactants needed to synthesize it. (6) Given the product [Cl:25][C:26]1[CH:31]=[CH:30][C:29]([CH:32]([NH:34][C:22](=[O:24])[CH2:21][N:14]2[C:11]3[CH2:12][CH2:13][N:8]([C:6]([O:5][C:1]([CH3:2])([CH3:3])[CH3:4])=[O:7])[CH2:9][C:10]=3[C:16]([C:17]([F:19])([F:18])[F:20])=[N:15]2)[CH3:33])=[CH:28][CH:27]=1, predict the reactants needed to synthesize it. The reactants are: [C:1]([O:5][C:6]([N:8]1[CH2:13][CH2:12][C:11]2[N:14]([CH2:21][C:22]([OH:24])=O)[N:15]=[C:16]([C:17]([F:20])([F:19])[F:18])[C:10]=2[CH2:9]1)=[O:7])([CH3:4])([CH3:3])[CH3:2].[Cl:25][C:26]1[CH:31]=[CH:30][C:29]([CH:32]([NH2:34])[CH3:33])=[CH:28][CH:27]=1.C1C=CC2N(O)N=NC=2C=1.C(N(CC)CC)C.CCN=C=NCCCN(C)C. (7) Given the product [F:1][C:2]([F:12])([F:13])[O:3][C:4]1[CH:11]=[CH:10][C:7]([CH2:8][NH:9][C:32]2[C:31]3[N:35]=[CH:36][N:37]([C:30]=3[N:29]=[CH:28][N:33]=2)[C@@H:38]2[O:42][C@H:41]([CH2:43][OH:44])[C@@H:40]([OH:45])[C@H:39]2[OH:46])=[CH:6][CH:5]=1, predict the reactants needed to synthesize it. The reactants are: [F:1][C:2]([F:13])([F:12])[O:3][C:4]1[CH:11]=[CH:10][C:7]([CH2:8][NH2:9])=[CH:6][CH:5]=1.Cl.FC(F)(F)OC1C=CC(CN)=CC=1.[CH:28]1[N:33]=[C:32](Cl)[C:31]2[N:35]=[CH:36][N:37]([C@@H:38]3[O:42][C@H:41]([CH2:43][OH:44])[C@@H:40]([OH:45])[C@H:39]3[OH:46])[C:30]=2[N:29]=1.C(N(CC)CC)C. (8) Given the product [F:22][C:23]1[CH:28]=[CH:27][C:26]([C:29]([F:32])([F:31])[F:30])=[CH:25][C:24]=1[NH:33][C:34]([NH:1][C:2]1[CH:19]=[CH:18][C:5]([O:6][C:7]2[C:16]3[NH:15][C:14](=[O:17])[CH:13]=[N:12][C:11]=3[N:10]=[CH:9][CH:8]=2)=[CH:4][C:3]=1[S:20][CH3:21])=[O:35], predict the reactants needed to synthesize it. The reactants are: [NH2:1][C:2]1[CH:19]=[CH:18][C:5]([O:6][C:7]2[C:16]3[NH:15][C:14](=[O:17])[CH:13]=[N:12][C:11]=3[N:10]=[CH:9][CH:8]=2)=[CH:4][C:3]=1[S:20][CH3:21].[F:22][C:23]1[CH:28]=[CH:27][C:26]([C:29]([F:32])([F:31])[F:30])=[CH:25][C:24]=1[N:33]=[C:34]=[O:35]. (9) Given the product [Cl:1][C:2]1[CH:7]=[CH:6][N:5]2[C:8]([CH2:11][C:12]([F:15])([F:14])[F:13])=[CH:9][N:10]=[C:4]2[C:3]=1[C:17]#[N:18], predict the reactants needed to synthesize it. The reactants are: [Cl:1][C:2]1[CH:7]=[CH:6][N:5]2[C:8]([CH2:11][C:12]([F:15])([F:14])[F:13])=[CH:9][N:10]=[C:4]2[C:3]=1I.[C:17]([Zn]C#N)#[N:18].